Dataset: Catalyst prediction with 721,799 reactions and 888 catalyst types from USPTO. Task: Predict which catalyst facilitates the given reaction. (1) Reactant: [CH2:1]([O:8][CH2:9][C:10](=[C:13]([C:16]#[N:17])[C:14]#[N:15])OC)[C:2]1[CH:7]=[CH:6][CH:5]=[CH:4][CH:3]=1.Cl.[C:19]([NH:23][NH2:24])([CH3:22])([CH3:21])[CH3:20].C(N(CC)CC)C. Product: [NH2:15][C:14]1[N:23]([C:19]([CH3:22])([CH3:21])[CH3:20])[N:24]=[C:10]([CH2:9][O:8][CH2:1][C:2]2[CH:7]=[CH:6][CH:5]=[CH:4][CH:3]=2)[C:13]=1[C:16]#[N:17]. The catalyst class is: 8. (2) Reactant: C([O:5][C:6]([N:8]1[CH2:13][CH:12]=[C:11]([C:14]2[CH:19]=[CH:18][C:17]([N+:20]([O-])=O)=[CH:16][CH:15]=2)[CH2:10][CH2:9]1)=O)(C)(C)C.[CH3:23]CN(CC)CC.C(OC(=O)C)(=O)C. Product: [NH2:20][C:17]1[CH:18]=[CH:19][C:14]([CH:11]2[CH2:12][CH2:13][N:8]([C:6](=[O:5])[CH3:23])[CH2:9][CH2:10]2)=[CH:15][CH:16]=1. The catalyst class is: 157. (3) Reactant: [CH3:1][O:2][C:3]1[CH:8]=[CH:7][C:6]([NH:9][C:10]2[N:21]([CH2:22][CH2:23][CH2:24][N:25]3[CH2:30][CH2:29][CH2:28][CH2:27][CH2:26]3)[C:13]3=[N:14][C:15]([C:18](O)=[O:19])=[CH:16][CH:17]=[C:12]3[N:11]=2)=[CH:5][CH:4]=1.C1C=CC2N(O)N=NC=2C=1.CCN=C=NCCCN(C)C.Cl.[CH3:53][CH:54]1[CH2:59][CH:58]([CH3:60])[CH2:57][NH:56][CH2:55]1. Product: [CH3:53][CH:54]1[CH2:59][CH:58]([CH3:60])[CH2:57][N:56]([C:18]([C:15]2[N:14]=[C:13]3[N:21]([CH2:22][CH2:23][CH2:24][N:25]4[CH2:26][CH2:27][CH2:28][CH2:29][CH2:30]4)[C:10]([NH:9][C:6]4[CH:7]=[CH:8][C:3]([O:2][CH3:1])=[CH:4][CH:5]=4)=[N:11][C:12]3=[CH:17][CH:16]=2)=[O:19])[CH2:55]1. The catalyst class is: 3.